From a dataset of Peptide-MHC class I binding affinity with 185,985 pairs from IEDB/IMGT. Regression. Given a peptide amino acid sequence and an MHC pseudo amino acid sequence, predict their binding affinity value. This is MHC class I binding data. (1) The MHC is H-2-Kb with pseudo-sequence H-2-Kb. The binding affinity (normalized) is 0.827. The peptide sequence is LTQLFPGL. (2) The peptide sequence is IVFNLPVSK. The MHC is HLA-A03:01 with pseudo-sequence HLA-A03:01. The binding affinity (normalized) is 0.963. (3) The peptide sequence is QAISPRTLNAW. The MHC is HLA-A24:02 with pseudo-sequence HLA-A24:02. The binding affinity (normalized) is 0.0105. (4) The peptide sequence is RSLFNTVATLY. The MHC is HLA-B51:01 with pseudo-sequence HLA-B51:01. The binding affinity (normalized) is 0. (5) The peptide sequence is AEMWAQDAA. The MHC is HLA-A02:05 with pseudo-sequence HLA-A02:05. The binding affinity (normalized) is 0.0472. (6) The peptide sequence is SLFTEQAFY. The MHC is HLA-B15:01 with pseudo-sequence HLA-B15:01. The binding affinity (normalized) is 0.300. (7) The peptide sequence is VLTLLLLLV. The MHC is HLA-A03:01 with pseudo-sequence HLA-A03:01. The binding affinity (normalized) is 0.346. (8) The peptide sequence is LTNVVNIST. The MHC is HLA-A02:01 with pseudo-sequence HLA-A02:01. The binding affinity (normalized) is 0.234. (9) The peptide sequence is PVLKAMHDKK. The MHC is HLA-A11:01 with pseudo-sequence HLA-A11:01. The binding affinity (normalized) is 0.0649.